From a dataset of Full USPTO retrosynthesis dataset with 1.9M reactions from patents (1976-2016). Predict the reactants needed to synthesize the given product. (1) Given the product [Cl:46][C:47]([Cl:49])([F:48])[S:16][C:3]1[CH:4]=[N:5][N:6]([CH2:7][C:8]2[CH:9]=[CH:10][C:11]([O:14][CH3:15])=[CH:12][CH:13]=2)[C:2]=1[NH2:1], predict the reactants needed to synthesize it. The reactants are: [NH2:1][C:2]1[N:6]([CH2:7][C:8]2[CH:13]=[CH:12][C:11]([O:14][CH3:15])=[CH:10][CH:9]=2)[N:5]=[CH:4][C:3]=1[S:16][S:16][C:3]1[CH:4]=[N:5][N:6]([CH2:7][C:8]2[CH:13]=[CH:12][C:11]([O:14][CH3:15])=[CH:10][CH:9]=2)[C:2]=1[NH2:1].C(=O)([O-])O.[Na+].S(S([O-])=O)([O-])=O.[Na+].[Na+].[Cl:46][C:47](Cl)([Cl:49])[F:48]. (2) Given the product [CH3:1][C:2]1([CH3:12])[O:6][CH:5]([CH2:7][C:8]([O:10][Si:18]([C:21]([CH3:24])([CH3:23])[CH3:22])([CH3:20])[CH3:19])=[O:9])[C:4](=[O:11])[O:3]1, predict the reactants needed to synthesize it. The reactants are: [CH3:1][C:2]1([CH3:12])[O:6][C@@H:5]([CH2:7][C:8]([OH:10])=[O:9])[C:4](=[O:11])[O:3]1.N1C=CN=C1.[Si:18](Cl)([C:21]([CH3:24])([CH3:23])[CH3:22])([CH3:20])[CH3:19]. (3) The reactants are: [CH3:1][N:2]1[CH:6]=[C:5]([C:7]2[C:8]([C:39]([F:42])([F:41])[F:40])=[CH:9][C:10]3[N:15]([C:16]4[C:20]5[CH2:21][N:22](C(OC(C)(C)C)=O)[CH2:23][CH2:24][C:19]=5[N:18]([CH:32]5[CH2:37][CH2:36][O:35][CH2:34][CH2:33]5)[N:17]=4)[CH2:14][CH2:13][O:12][C:11]=3[CH:38]=2)[CH:4]=[N:3]1.FC(F)(F)C(O)=O. Given the product [CH3:1][N:2]1[CH:6]=[C:5]([C:7]2[C:8]([C:39]([F:41])([F:40])[F:42])=[CH:9][C:10]3[N:15]([C:16]4[C:20]5[CH2:21][NH:22][CH2:23][CH2:24][C:19]=5[N:18]([CH:32]5[CH2:37][CH2:36][O:35][CH2:34][CH2:33]5)[N:17]=4)[CH2:14][CH2:13][O:12][C:11]=3[CH:38]=2)[CH:4]=[N:3]1, predict the reactants needed to synthesize it. (4) The reactants are: [OH:1][C:2]1[CH:3]=[CH:4][C:5]([CH3:8])=[N:6][CH:7]=1.[H-].[Na+].[I-].[CH3:12][CH2:13][CH3:14].O. Given the product [CH3:12][CH:13]([O:1][C:2]1[CH:3]=[CH:4][C:5]([CH3:8])=[N:6][CH:7]=1)[CH3:14], predict the reactants needed to synthesize it. (5) Given the product [C:1]([CH2:3][NH:4][C:5](=[O:37])[C@H:6]([CH2:33][CH:34]([CH3:35])[CH3:36])[NH:7][C:8]1[O:12][N:11]=[C:10]([CH3:13])[C:9]=1[C:14]1[CH:15]=[CH:16][C:17]([N:20]2[CH2:25][CH2:24][NH:23][CH2:22][CH2:21]2)=[CH:18][CH:19]=1)#[N:2], predict the reactants needed to synthesize it. The reactants are: [C:1]([CH2:3][NH:4][C:5](=[O:37])[C@H:6]([CH2:33][CH:34]([CH3:36])[CH3:35])[NH:7][C:8]1[O:12][N:11]=[C:10]([CH3:13])[C:9]=1[C:14]1[CH:19]=[CH:18][C:17]([N:20]2[CH2:25][CH2:24][N:23](C(OC(C)(C)C)=O)[CH2:22][CH2:21]2)=[CH:16][CH:15]=1)#[N:2].C([O-])(O)=O.[Na+]. (6) Given the product [CH2:9]([O:11][CH:12]([O:15][CH2:16][CH3:17])[CH2:13][O:8][C:5]1[CH:6]=[CH:7][C:2]([F:1])=[CH:3][CH:4]=1)[CH3:10], predict the reactants needed to synthesize it. The reactants are: [F:1][C:2]1[CH:7]=[CH:6][C:5]([OH:8])=[CH:4][CH:3]=1.[CH2:9]([O:11][CH:12]([O:15][CH2:16][CH3:17])[CH2:13]Br)[CH3:10].C(=O)([O-])[O-].[K+].[K+]. (7) Given the product [F:17][C:18]1[CH:19]=[C:20]([C:2]2[CH:7]=[C:6]([N+:8]([O-:10])=[O:9])[CH:5]=[C:4]([NH:11][C:12](=[O:14])[CH3:13])[CH:3]=2)[CH:21]=[CH:22][C:23]=1[F:24], predict the reactants needed to synthesize it. The reactants are: Br[C:2]1[CH:3]=[C:4]([NH:11][C:12](=[O:14])[CH3:13])[CH:5]=[C:6]([N+:8]([O-:10])=[O:9])[CH:7]=1.N#N.[F:17][C:18]1[CH:19]=[C:20](B(O)O)[CH:21]=[CH:22][C:23]=1[F:24].C(=O)([O-])[O-].[Na+].[Na+]. (8) Given the product [CH3:1][O:2][C:3]1[CH:4]=[C:5]2[C:10](=[CH:11][CH:12]=1)[CH2:9][CH:8]([CH2:16][NH2:17])[CH2:7][CH2:6]2, predict the reactants needed to synthesize it. The reactants are: [CH3:1][O:2][C:3]1[CH:4]=[C:5]2[C:10](=[CH:11][CH:12]=1)[CH2:9][C:8](=O)[CH2:7][CH2:6]2.CN.[C:16]([BH3-])#[N:17].[Na+].Cl. (9) Given the product [C:3]([C:4]1[C@@H:10]([C:12]2[CH:19]=[CH:18][C:15]([C:16]#[N:17])=[CH:14][CH:13]=2)[NH:31][C:29](=[O:30])[N:28]([C:24]2[CH:25]=[CH:26][CH:27]=[C:22]([C:21]([F:32])([F:33])[F:20])[CH:23]=2)[C:5]=1[CH3:6])(=[O:8])[CH:2]([CH3:9])[CH3:1], predict the reactants needed to synthesize it. The reactants are: [CH3:1][CH:2]([CH3:9])[C:3](=[O:8])[CH2:4][C:5](=O)[CH3:6].[CH:10]([C:12]1[CH:19]=[CH:18][C:15]([C:16]#[N:17])=[CH:14][CH:13]=1)=O.[F:20][C:21]([F:33])([F:32])[C:22]1[CH:23]=[C:24]([NH:28][C:29]([NH2:31])=[O:30])[CH:25]=[CH:26][CH:27]=1. (10) The reactants are: [O:1]=[C:2]1[CH2:7][CH2:6][N:5]([C:8]2[CH:9]=[C:10]([CH:15]=[CH:16][CH:17]=2)[C:11]([O:13][CH3:14])=[O:12])[CH2:4][CH2:3]1.[CH3:18][N:19]([CH:21](OC)OC)[CH3:20]. Given the product [CH3:18][N:19]([CH:21]=[C:7]1[C:2](=[O:1])[CH2:3][CH2:4][N:5]([C:8]2[CH:9]=[C:10]([CH:15]=[CH:16][CH:17]=2)[C:11]([O:13][CH3:14])=[O:12])[CH2:6]1)[CH3:20], predict the reactants needed to synthesize it.